Dataset: Peptide-MHC class I binding affinity with 185,985 pairs from IEDB/IMGT. Task: Regression. Given a peptide amino acid sequence and an MHC pseudo amino acid sequence, predict their binding affinity value. This is MHC class I binding data. (1) The peptide sequence is KLSPSPSSRV. The MHC is HLA-A68:02 with pseudo-sequence HLA-A68:02. The binding affinity (normalized) is 0.0968. (2) The peptide sequence is KPFNNILNLI. The MHC is HLA-B35:01 with pseudo-sequence HLA-B35:01. The binding affinity (normalized) is 0. (3) The peptide sequence is RARRHLAAL. The MHC is HLA-B45:06 with pseudo-sequence HLA-B45:06. The binding affinity (normalized) is 0.213. (4) The peptide sequence is TIKYSNDNR. The MHC is HLA-A33:01 with pseudo-sequence HLA-A33:01. The binding affinity (normalized) is 0.561. (5) The peptide sequence is IMYDHLPGF. The MHC is HLA-A02:12 with pseudo-sequence HLA-A02:12. The binding affinity (normalized) is 0.0847. (6) The peptide sequence is YFVETLARSI. The MHC is HLA-A24:02 with pseudo-sequence HLA-A24:02. The binding affinity (normalized) is 0.198. (7) The MHC is Mamu-B3901 with pseudo-sequence Mamu-B3901. The peptide sequence is NQFPTAFEF. The binding affinity (normalized) is 0.267. (8) The peptide sequence is REVKTIKVF. The MHC is HLA-B44:02 with pseudo-sequence HLA-B44:02. The binding affinity (normalized) is 0.571. (9) The peptide sequence is KLRSSPPIPM. The MHC is HLA-A02:03 with pseudo-sequence HLA-A02:03. The binding affinity (normalized) is 0.548.